From a dataset of Forward reaction prediction with 1.9M reactions from USPTO patents (1976-2016). Predict the product of the given reaction. (1) The product is: [NH2:5][CH:6]([C:11]1[CH:12]=[CH:13][C:14]([O:17][CH3:18])=[CH:15][CH:16]=1)[CH2:7][C:8]([O:10][CH2:1][CH2:2][CH3:3])=[O:9]. Given the reactants [CH2:1](O)[CH2:2][CH3:3].[NH2:5][CH:6]([C:11]1[CH:16]=[CH:15][C:14]([O:17][CH3:18])=[CH:13][CH:12]=1)[CH2:7][C:8]([OH:10])=[O:9].S(=O)(=O)(O)O.[OH-].[Na+], predict the reaction product. (2) Given the reactants C(O)C.[F:4][C:5]1[C:13]([F:14])=[C:12]([F:15])[CH:11]=[C:10]2[C:6]=1[CH:7]=[C:8]([C@H:16]1[CH2:21][CH2:20][C@H:19]([CH2:22][CH2:23][CH3:24])[CH2:18][CH2:17]1)[CH2:9]2.[H][H], predict the reaction product. The product is: [F:4][C:5]1[C:13]([F:14])=[C:12]([F:15])[CH:11]=[C:10]2[C:6]=1[CH2:7][CH:8]([C@H:16]1[CH2:21][CH2:20][C@H:19]([CH2:22][CH2:23][CH3:24])[CH2:18][CH2:17]1)[CH2:9]2.